From a dataset of Catalyst prediction with 721,799 reactions and 888 catalyst types from USPTO. Predict which catalyst facilitates the given reaction. (1) Reactant: C(N(CC)CC)C.O.[NH:9]1[CH2:17][CH2:16][CH:12]([C:13]([OH:15])=[O:14])[CH2:11][CH2:10]1.[C:18](=O)([O:24]C(C)(C)C)[O:19][C:20]([CH3:23])([CH3:22])[CH3:21]. Product: [C:20]([O:19][C:18]([N:9]1[CH2:17][CH2:16][CH:12]([C:13]([OH:15])=[O:14])[CH2:11][CH2:10]1)=[O:24])([CH3:23])([CH3:22])[CH3:21]. The catalyst class is: 12. (2) Product: [BrH:5].[NH2:1][C:2]1[S:3][CH:6]=[C:7]([C:8]([O:10][CH2:11][CH3:12])=[O:9])[N:4]=1. The catalyst class is: 14. Reactant: [NH2:1][C:2]([NH2:4])=[S:3].[Br:5][CH2:6][C:7](=O)[C:8]([O:10][CH2:11][CH3:12])=[O:9]. (3) Reactant: N=C=N.[CH3:4][S:5]([C:8]1[CH:13]=[CH:12][C:11](/[C:14](=[CH:18]\[C:19]2[CH:23]=[CH:22][S:21][CH:20]=2)/[C:15]([OH:17])=O)=[CH:10][CH:9]=1)(=[O:7])=[O:6].C1C=CC2N(O)N=NC=2C=1.[S:34]1[CH:38]=[CH:37][N:36]=[C:35]1[NH2:39]. Product: [CH3:4][S:5]([C:8]1[CH:9]=[CH:10][C:11](/[C:14](=[CH:18]\[C:19]2[CH:23]=[CH:22][S:21][CH:20]=2)/[C:15]([NH:39][C:35]2[S:34][CH:38]=[CH:37][N:36]=2)=[O:17])=[CH:12][CH:13]=1)(=[O:6])=[O:7]. The catalyst class is: 3. (4) Reactant: [CH3:1][C:2]1[CH:7]=[C:6]([C:8]2[CH:13]=[CH:12][CH:11]=[C:10]([CH3:14])[N:9]=2)[CH:5]=[CH:4][C:3]=1[C:15]1[C:26](=[O:27])[NH:25][C:18]2[N:19]=[C:20]([S:23][CH3:24])[N:21]=[CH:22][C:17]=2[CH:16]=1.CC([O-])(C)C.[K+].Cl[CH2:35][C:36]([N:38]1[CH2:43][CH2:42][N:41]([C:44]([O:46][C:47]([CH3:50])([CH3:49])[CH3:48])=[O:45])[CH2:40][CH2:39]1)=[O:37]. Product: [CH3:1][C:2]1[CH:7]=[C:6]([C:8]2[CH:13]=[CH:12][CH:11]=[C:10]([CH3:14])[N:9]=2)[CH:5]=[CH:4][C:3]=1[C:15]1[C:26](=[O:27])[N:25]([CH2:35][C:36]([N:38]2[CH2:43][CH2:42][N:41]([C:44]([O:46][C:47]([CH3:50])([CH3:49])[CH3:48])=[O:45])[CH2:40][CH2:39]2)=[O:37])[C:18]2[N:19]=[C:20]([S:23][CH3:24])[N:21]=[CH:22][C:17]=2[CH:16]=1. The catalyst class is: 3. (5) Reactant: [F:1][C:2]([F:20])([F:19])[C:3]1[CH:4]=[C:5]([C:9]2[S:10][CH:11]=[C:12]([C:14](OCC)=[O:15])[N:13]=2)[CH:6]=[CH:7][CH:8]=1.[BH4-].[Li+].Cl. Product: [F:20][C:2]([F:1])([F:19])[C:3]1[CH:4]=[C:5]([C:9]2[S:10][CH:11]=[C:12]([CH2:14][OH:15])[N:13]=2)[CH:6]=[CH:7][CH:8]=1. The catalyst class is: 7. (6) Reactant: [CH3:1][O:2][C:3]1[CH:4]=[C:5]([OH:9])[CH:6]=[CH:7][CH:8]=1.C1(C)C=CC(S([O-])(=O)=O)=CC=1.[NH+]1C=CC=CC=1.[CH:27]([O:29][CH2:30][CH3:31])=[CH2:28].C(=O)([O-])O.[Na+]. Product: [CH2:27]([O:29][CH:30]([O:9][C:5]1[CH:6]=[CH:7][CH:8]=[C:3]([O:2][CH3:1])[CH:4]=1)[CH3:31])[CH3:28]. The catalyst class is: 132. (7) Reactant: C([BH3-])#N.[Na+].[F:5][C:6]1[CH:14]=[C:13]2[C:9]([CH:10]=[CH:11][NH:12]2)=[CH:8][CH:7]=1.[OH-].[Na+]. Product: [F:5][C:6]1[CH:14]=[C:13]2[C:9]([CH2:10][CH2:11][NH:12]2)=[CH:8][CH:7]=1. The catalyst class is: 15.